This data is from Forward reaction prediction with 1.9M reactions from USPTO patents (1976-2016). The task is: Predict the product of the given reaction. (1) Given the reactants [Cl:1][C:2]1[CH:7]=[CH:6][C:5]([NH:8][C:9](=[O:21])[CH2:10][C@H:11]([CH:15]2[CH2:20][CH2:19][CH2:18][CH2:17][CH2:16]2)[C:12]([OH:14])=O)=[CH:4][CH:3]=1.C1C=CC2N(O)N=NC=2C=1.CCN=C=NCCCN(C)C.Cl.Cl.[CH3:45][C:46]1[N:50]2[C:51](=[O:60])[N:52]([CH:54]3[CH2:59][CH2:58][NH:57][CH2:56][CH2:55]3)[CH2:53][C:49]2=[CH:48][N:47]=1.C1CCN2C(=NCCC2)CC1, predict the reaction product. The product is: [Cl:1][C:2]1[CH:3]=[CH:4][C:5]([NH:8][C:9](=[O:21])[CH2:10][C@H:11]([CH:15]2[CH2:20][CH2:19][CH2:18][CH2:17][CH2:16]2)[C:12]([N:57]2[CH2:56][CH2:55][CH:54]([N:52]3[CH2:53][C:49]4=[CH:48][N:47]=[C:46]([CH3:45])[N:50]4[C:51]3=[O:60])[CH2:59][CH2:58]2)=[O:14])=[CH:6][CH:7]=1. (2) Given the reactants [OH:1][CH2:2][C:3]([CH3:26])=[CH:4][CH2:5][C:6]1[C:14]([O:15][CH2:16][CH2:17][Si:18]([CH3:21])([CH3:20])[CH3:19])=[C:13]2[C:9]([CH2:10][O:11][C:12]2=[O:22])=[C:8]([CH3:23])[C:7]=1[O:24][CH3:25].CCN(C(C)C)C(C)C.Cl[P:37]1[O:42]C(=O)C2C=CC=CC=2[O:38]1, predict the reaction product. The product is: [CH3:25][O:24][C:7]1[C:8]([CH3:23])=[C:9]2[C:13]([C:12](=[O:22])[O:11][CH2:10]2)=[C:14]([O:15][CH2:16][CH2:17][Si:18]([CH3:20])([CH3:19])[CH3:21])[C:6]=1[CH2:5][CH:4]=[C:3]([CH3:26])[CH2:2][O:1][P:37]([OH:42])[OH:38]. (3) Given the reactants [F:1][CH2:2][C:3]1([CH2:14][F:15])[O:7][B:6]([OH:8])[C:5]2[CH:9]=[C:10]([CH3:13])[CH:11]=[CH:12][C:4]1=2.C1C(=O)N([Br:23])C(=O)C1, predict the reaction product. The product is: [Br:23][CH2:13][C:10]1[CH:11]=[CH:12][C:4]2[C:3]([CH2:14][F:15])([CH2:2][F:1])[O:7][B:6]([OH:8])[C:5]=2[CH:9]=1. (4) Given the reactants Cl.[CH:2]1([CH2:5][O:6][C:7]2[CH:12]=[CH:11][C:10]([CH3:13])=[CH:9][C:8]=2[C:14]2[CH:19]=[CH:18][N:17]=[C:16]3[C:20]([C:24]([NH:26][CH:27]4[CH2:32][CH2:31][NH:30][CH2:29][CH2:28]4)=[O:25])=[C:21]([CH3:23])[NH:22][C:15]=23)[CH2:4][CH2:3]1.[C:33](Cl)(=[O:36])[CH2:34][CH3:35], predict the reaction product. The product is: [CH:2]1([CH2:5][O:6][C:7]2[CH:12]=[CH:11][C:10]([CH3:13])=[CH:9][C:8]=2[C:14]2[CH:19]=[CH:18][N:17]=[C:16]3[C:20]([C:24]([NH:26][CH:27]4[CH2:28][CH2:29][N:30]([C:33](=[O:36])[CH2:34][CH3:35])[CH2:31][CH2:32]4)=[O:25])=[C:21]([CH3:23])[NH:22][C:15]=23)[CH2:4][CH2:3]1. (5) Given the reactants [C:1]([CH2:3][C:4]1[C:12]2[C:7](=[CH:8][CH:9]=[CH:10][CH:11]=2)[N:6]([CH2:13][C@@H:14]([NH:16][S:17]([C:20]2[C:25]([N+:26]([O-])=O)=[CH:24][C:23]([CH3:29])=[CH:22][C:21]=2[CH3:30])(=[O:19])=[O:18])[CH3:15])[CH:5]=1)#[N:2].Cl, predict the reaction product. The product is: [NH2:26][C:25]1[CH:24]=[C:23]([CH3:29])[CH:22]=[C:21]([CH3:30])[C:20]=1[S:17]([NH:16][C@@H:14]([CH3:15])[CH2:13][N:6]1[C:7]2[C:12](=[CH:11][CH:10]=[CH:9][CH:8]=2)[C:4]([CH2:3][C:1]#[N:2])=[CH:5]1)(=[O:19])=[O:18]. (6) Given the reactants [C:1]([C:3]1[CH:8]=[CH:7][C:6]([C:9]2[N:14]=[C:13]([N:15]3[CH2:20][CH2:19][CH:18]([NH:21][C:22](=[O:28])[O:23][C:24]([CH3:27])([CH3:26])[CH3:25])[CH2:17][CH2:16]3)[CH:12]=[N:11][CH:10]=2)=[CH:5][C:4]=1[F:29])#[N:2].C1C(=O)N([Br:37])C(=O)C1, predict the reaction product. The product is: [Br:37][C:10]1[N:11]=[CH:12][C:13]([N:15]2[CH2:16][CH2:17][CH:18]([NH:21][C:22](=[O:28])[O:23][C:24]([CH3:25])([CH3:26])[CH3:27])[CH2:19][CH2:20]2)=[N:14][C:9]=1[C:6]1[CH:7]=[CH:8][C:3]([C:1]#[N:2])=[C:4]([F:29])[CH:5]=1.